This data is from Forward reaction prediction with 1.9M reactions from USPTO patents (1976-2016). The task is: Predict the product of the given reaction. (1) Given the reactants [F:1][CH:2]([F:20])[C:3]1[CH:4]=[C:5]([C:9]2[N:14]=[C:13](SC)[N:12]=[C:11](Cl)[C:10]=2[C:18]#[N:19])[CH:6]=[CH:7][CH:8]=1.[SH:21][CH2:22][C:23]([NH2:25])=[O:24].C(=O)([O-])[O-].[Na+].[Na+].[CH3:32][CH2:33][OH:34], predict the reaction product. The product is: [NH2:19][C:18]1[C:10]2[C:9]([C:5]3[CH:6]=[CH:7][CH:8]=[C:3]([CH:2]([F:1])[F:20])[CH:4]=3)=[N:14][C:13]([O:34][CH2:33][CH3:32])=[N:12][C:11]=2[S:21][C:22]=1[C:23]([NH2:25])=[O:24]. (2) Given the reactants C(OC([N:8]1[CH2:12][C@H:11]([O:13][CH2:14][C:15]2[CH:20]=[CH:19][CH:18]=[CH:17][CH:16]=2)[C@H:10]([CH2:21][N:22]([CH2:30][C:31]2[CH:36]=[CH:35][CH:34]=[CH:33][CH:32]=2)[C:23]2[CH:28]=[CH:27][C:26]([Cl:29])=[CH:25][CH:24]=2)[CH2:9]1)=O)(C)(C)C.CC#N.O.CC#N, predict the reaction product. The product is: [CH2:30]([N:22]([CH2:21][C@H:10]1[C@@H:11]([O:13][CH2:14][C:15]2[CH:20]=[CH:19][CH:18]=[CH:17][CH:16]=2)[CH2:12][NH:8][CH2:9]1)[C:23]1[CH:24]=[CH:25][C:26]([Cl:29])=[CH:27][CH:28]=1)[C:31]1[CH:32]=[CH:33][CH:34]=[CH:35][CH:36]=1. (3) Given the reactants [F:1][C:2]([F:14])([F:13])[C:3]1[C:11]2[C:10](=O)[NH:9][CH:8]=[N:7][C:6]=2[S:5][CH:4]=1.P(Cl)(Cl)([Cl:17])=O, predict the reaction product. The product is: [Cl:17][C:10]1[C:11]2[C:3]([C:2]([F:14])([F:13])[F:1])=[CH:4][S:5][C:6]=2[N:7]=[CH:8][N:9]=1. (4) Given the reactants [CH3:1][C:2]1[N:3]=[C:4]([S:13][CH2:14][CH2:15][CH:16]([C:21]2[O:22][C:23]3[CH:30]=[C:29]([C:31]([F:34])([F:33])[F:32])[CH:28]=[CH:27][C:24]=3[C:25]=2[CH3:26])[CH2:17][CH2:18][CH2:19][CH3:20])[S:5][C:6]=1[CH2:7][C:8]([O:10]CC)=[O:9].[OH-].[Na+], predict the reaction product. The product is: [CH3:1][C:2]1[N:3]=[C:4]([S:13][CH2:14][CH2:15][CH:16]([C:21]2[O:22][C:23]3[CH:30]=[C:29]([C:31]([F:34])([F:32])[F:33])[CH:28]=[CH:27][C:24]=3[C:25]=2[CH3:26])[CH2:17][CH2:18][CH2:19][CH3:20])[S:5][C:6]=1[CH2:7][C:8]([OH:10])=[O:9].